This data is from Reaction yield outcomes from USPTO patents with 853,638 reactions. The task is: Predict the reaction yield, written as a fraction of the theoretical maximum amount of product (1.0 means a 100% yield; for example, 0.34 means a 34% yield). The reactants are Cl[CH2:2][CH:3]([OH:11])[CH2:4][N:5]1[CH2:10][CH2:9][O:8][CH2:7][CH2:6]1.[NH3:12]. The catalyst is CO. The product is [NH2:12][CH2:2][CH:3]([OH:11])[CH2:4][N:5]1[CH2:10][CH2:9][O:8][CH2:7][CH2:6]1. The yield is 0.910.